From a dataset of Retrosynthesis with 50K atom-mapped reactions and 10 reaction types from USPTO. Predict the reactants needed to synthesize the given product. Given the product CCOCC(=O)Nc1c(Oc2ccccc2)nc(C)c(C)c1NCCCCNC(=O)OC(C)(C)C, predict the reactants needed to synthesize it. The reactants are: CCOCC(=O)Cl.Cc1nc(Oc2ccccc2)c(N)c(NCCCCNC(=O)OC(C)(C)C)c1C.